This data is from Peptide-MHC class II binding affinity with 134,281 pairs from IEDB. The task is: Regression. Given a peptide amino acid sequence and an MHC pseudo amino acid sequence, predict their binding affinity value. This is MHC class II binding data. (1) The peptide sequence is TPLGLVDLFVFSTSF. The MHC is DRB1_0101 with pseudo-sequence DRB1_0101. The binding affinity (normalized) is 0.465. (2) The peptide sequence is ATPEAKYDAYVATLS. The MHC is DRB1_0405 with pseudo-sequence DRB1_0405. The binding affinity (normalized) is 0.531. (3) The peptide sequence is VLAPTRVVLSEMKEA. The MHC is HLA-DQA10201-DQB10301 with pseudo-sequence HLA-DQA10201-DQB10301. The binding affinity (normalized) is 0.505. (4) The peptide sequence is EGHHLASAAIFGHDG. The MHC is DRB1_1201 with pseudo-sequence DRB1_1201. The binding affinity (normalized) is 0.363. (5) The peptide sequence is PLSWSKEIYNYMEPY. The MHC is DRB1_0405 with pseudo-sequence DRB1_0405. The binding affinity (normalized) is 0.516. (6) The peptide sequence is EKKDFAATQFEPLAA. The binding affinity (normalized) is 1.00. The MHC is HLA-DPA10103-DPB10401 with pseudo-sequence HLA-DPA10103-DPB10401.